From a dataset of Forward reaction prediction with 1.9M reactions from USPTO patents (1976-2016). Predict the product of the given reaction. (1) Given the reactants [CH3:1][C:2]1([N:8]2[CH2:13][CH2:12][NH:11][CH2:10][CH2:9]2)[CH2:7][CH2:6][O:5][CH2:4][CH2:3]1.[O:14]=[C:15]1[N:21]([CH:22]2[CH2:27][CH2:26][N:25]([C:28]([O:30][C@@H:31]([C:42](O)=[O:43])[CH2:32][C:33]3[CH:38]=[C:37]([CH3:39])[C:36]([OH:40])=[C:35]([CH3:41])[CH:34]=3)=[O:29])[CH2:24][CH2:23]2)[CH2:20][CH2:19][C:18]2[CH:45]=[CH:46][CH:47]=[CH:48][C:17]=2[NH:16]1.CN(C(ON1N=NC2C=CC=CC1=2)=[N+](C)C)C.[B-](F)(F)(F)F.C(N(CC)CC)C.C([O-])(O)=O.[Na+], predict the reaction product. The product is: [O:14]=[C:15]1[N:21]([CH:22]2[CH2:23][CH2:24][N:25]([C:28]([O:30][C@H:31]([CH2:32][C:33]3[CH:34]=[C:35]([CH3:41])[C:36]([OH:40])=[C:37]([CH3:39])[CH:38]=3)[C:42]([N:11]3[CH2:10][CH2:9][N:8]([C:2]4([CH3:1])[CH2:7][CH2:6][O:5][CH2:4][CH2:3]4)[CH2:13][CH2:12]3)=[O:43])=[O:29])[CH2:26][CH2:27]2)[CH2:20][CH2:19][C:18]2[CH:45]=[CH:46][CH:47]=[CH:48][C:17]=2[NH:16]1. (2) Given the reactants C([O:4][C@@H:5]1[C@@H:10]([O:11]C(=O)C)[C@@H:9]([CH2:15][O:16]C(=O)C)[O:8][C@H:7]([O:20][CH2:21][CH2:22][CH2:23][CH2:24][NH:25]C(OCC2C3C=CC=CC=3C3C2=CC=CC=3)=O)[C@H:6]1CC([O-])=O)(=O)C.C[O-:48].[Na+], predict the reaction product. The product is: [NH2:25][CH2:24][CH2:23][CH2:22][CH2:21][O:20][C@@H:7]1[C@@H:6]([OH:48])[C@@H:5]([OH:4])[C@H:10]([OH:11])[C@@H:9]([CH2:15][OH:16])[O:8]1. (3) Given the reactants [Cl:1][C:2]1[N:10]=[C:9]([CH3:11])[N:8]=[C:7]2[C:3]=1[NH:4][C:5](=[O:23])[N:6]2[C:12]1[CH:17]=[CH:16][C:15]([CH:18]([CH3:20])[CH3:19])=[CH:14][C:13]=1[S:21][CH3:22].[H-].[Na+].Br[CH2:27][C:28]([O:30][CH2:31][CH3:32])=[O:29].O, predict the reaction product. The product is: [Cl:1][C:2]1[N:10]=[C:9]([CH3:11])[N:8]=[C:7]2[C:3]=1[N:4]([CH2:27][C:28]([O:30][CH2:31][CH3:32])=[O:29])[C:5](=[O:23])[N:6]2[C:12]1[CH:17]=[CH:16][C:15]([CH:18]([CH3:20])[CH3:19])=[CH:14][C:13]=1[S:21][CH3:22]. (4) Given the reactants [CH:1]1([CH:4]([C:11]2[CH:16]=[CH:15][CH:14]=[C:13]([CH2:17][O:18][C:19]3[CH:20]=[N:21][C:22](OS(C(F)(F)F)(=O)=O)=[C:23]([CH2:25][C:26]([CH3:29])([CH3:28])[CH3:27])[CH:24]=3)[CH:12]=2)[CH2:5][C:6]([O:8][CH2:9][CH3:10])=[O:7])[CH2:3][CH2:2]1.[F:38][C:39]1[CH:44]=[CH:43][C:42]([O:45][CH:46]2[CH2:51][CH2:50][CH2:49][CH2:48][O:47]2)=[CH:41][C:40]=1B1OC(C)(C)C(C)(C)O1.C(=O)([O-])[O-].[Na+].[Na+].O, predict the reaction product. The product is: [CH:1]1([CH:4]([C:11]2[CH:16]=[CH:15][CH:14]=[C:13]([CH2:17][O:18][C:19]3[CH:20]=[N:21][C:22]([C:40]4[CH:41]=[C:42]([O:45][CH:46]5[CH2:51][CH2:50][CH2:49][CH2:48][O:47]5)[CH:43]=[CH:44][C:39]=4[F:38])=[C:23]([CH2:25][C:26]([CH3:27])([CH3:29])[CH3:28])[CH:24]=3)[CH:12]=2)[CH2:5][C:6]([O:8][CH2:9][CH3:10])=[O:7])[CH2:2][CH2:3]1.